This data is from Full USPTO retrosynthesis dataset with 1.9M reactions from patents (1976-2016). The task is: Predict the reactants needed to synthesize the given product. (1) Given the product [F:36][C:33]1[CH:34]=[CH:35][C:30]([CH2:29][O:1][C:2]2[CH:7]=[CH:6][C:5]([CH2:8][C:9]([NH:11][C:12]3[CH:20]=[C:19]4[C:15]([CH:16]=[N:17][N:18]4[CH2:21][CH2:22][N:23]4[CH2:24][CH2:25][CH2:26][CH2:27]4)=[CH:14][CH:13]=3)=[O:10])=[CH:4][CH:3]=2)=[CH:31][CH:32]=1, predict the reactants needed to synthesize it. The reactants are: [OH:1][C:2]1[CH:7]=[CH:6][C:5]([CH2:8][C:9]([NH:11][C:12]2[CH:20]=[C:19]3[C:15]([CH:16]=[N:17][N:18]3[CH2:21][CH2:22][N:23]3[CH2:27][CH2:26][CH2:25][CH2:24]3)=[CH:14][CH:13]=2)=[O:10])=[CH:4][CH:3]=1.Br[CH2:29][C:30]1[CH:35]=[CH:34][C:33]([F:36])=[CH:32][CH:31]=1.C([O-])([O-])=O.[Cs+].[Cs+]. (2) The reactants are: [C:1]([N:5]1[C:9]([CH2:10][CH2:11][CH3:12])=[CH:8][C:7]([CH2:13][CH2:14][CH:15]=O)=[N:6]1)([CH3:4])([CH3:3])[CH3:2].[Cl:17][C:18]1[CH:19]=[C:20]([N:25]2[CH2:30][CH2:29][NH:28][CH2:27][CH2:26]2)[CH:21]=[CH:22][C:23]=1[Cl:24].CCN(C(C)C)C(C)C.[BH-](OC(C)=O)(OC(C)=O)OC(C)=O.[Na+]. Given the product [C:1]([N:5]1[C:9]([CH2:10][CH2:11][CH3:12])=[CH:8][C:7]([CH2:13][CH2:14][CH2:15][N:28]2[CH2:27][CH2:26][N:25]([C:20]3[CH:21]=[CH:22][C:23]([Cl:24])=[C:18]([Cl:17])[CH:19]=3)[CH2:30][CH2:29]2)=[N:6]1)([CH3:4])([CH3:3])[CH3:2], predict the reactants needed to synthesize it. (3) Given the product [CH2:1]([OH:23])/[CH:2]=[CH:3]/[CH:4]=[CH:5]/[CH2:6]/[CH:7]=[CH:8]\[CH2:9]/[CH:10]=[CH:11]\[CH2:12]/[CH:13]=[CH:14]\[CH2:15]/[CH:16]=[CH:17]\[CH2:18]/[CH:19]=[CH:20]\[CH2:21][CH3:22], predict the reactants needed to synthesize it. The reactants are: [C:1](OCC)(=[O:23])/[CH:2]=[CH:3]/[CH:4]=[CH:5]/[CH2:6]/[CH:7]=[CH:8]\[CH2:9]/[CH:10]=[CH:11]\[CH2:12]/[CH:13]=[CH:14]\[CH2:15]/[CH:16]=[CH:17]\[CH2:18]/[CH:19]=[CH:20]\[CH2:21][CH3:22].[H-].[H-].[H-].[H-].[Li+].[Al+3].[NH4+].[Cl-].